This data is from Catalyst prediction with 721,799 reactions and 888 catalyst types from USPTO. The task is: Predict which catalyst facilitates the given reaction. (1) Reactant: [NH2:1][C:2]1[C:3]([O:12][C:13]2[CH:18]=[C:17]([Cl:19])[CH:16]=[C:15](Br)[CH:14]=2)=[C:4]([CH2:10][OH:11])[CH:5]=[N:6][C:7]=1[O:8][CH3:9].[CH3:21][N:22](C=O)C. Product: [NH2:1][C:2]1[C:7]([O:8][CH3:9])=[N:6][CH:5]=[C:4]([CH2:10][OH:11])[C:3]=1[O:12][C:13]1[CH:14]=[C:15]([CH:16]=[C:17]([Cl:19])[CH:18]=1)[C:21]#[N:22]. The catalyst class is: 380. (2) Reactant: Cl.[NH2:2][CH2:3][C:4]1[CH:12]=[CH:11][CH:10]=[C:9]2[C:5]=1[C:6](=[O:22])[N:7]([CH:14]1[CH2:19][CH2:18][C:17](=[O:20])[NH:16][C:15]1=[O:21])[C:8]2=[O:13].N12CCCN=C1CCCCC2.ON1C2C=CC=CC=2N=N1.[CH3:44][O:45][C:46]1[CH:58]=[CH:57][C:49]2[C:50]([CH2:53][C:54](O)=[O:55])=[CH:51][O:52][C:48]=2[CH:47]=1.Cl.CN(C)CCCN=C=NCC. Product: [O:21]=[C:15]1[CH:14]([N:7]2[C:6](=[O:22])[C:5]3[C:9](=[CH:10][CH:11]=[CH:12][C:4]=3[CH2:3][NH:2][C:54](=[O:55])[CH2:53][C:50]3[C:49]4[CH:57]=[CH:58][C:46]([O:45][CH3:44])=[CH:47][C:48]=4[O:52][CH:51]=3)[C:8]2=[O:13])[CH2:19][CH2:18][C:17](=[O:20])[NH:16]1. The catalyst class is: 10.